Dataset: Catalyst prediction with 721,799 reactions and 888 catalyst types from USPTO. Task: Predict which catalyst facilitates the given reaction. (1) Reactant: [CH2:1]([O:8][C:9]([C:11]1[C:19]2[C:14](=[CH:15][CH:16]=[C:17]([O:20][CH2:21][CH2:22][CH2:23]Br)[CH:18]=2)[NH:13][C:12]=1[CH3:25])=[O:10])[C:2]1[CH:7]=[CH:6][CH:5]=[CH:4][CH:3]=1.[NH:26]1[CH2:30][CH2:29][CH2:28][CH2:27]1. Product: [CH2:1]([O:8][C:9]([C:11]1[C:19]2[C:14](=[CH:15][CH:16]=[C:17]([O:20][CH2:21][CH2:22][CH2:23][N:26]3[CH2:30][CH2:29][CH2:28][CH2:27]3)[CH:18]=2)[NH:13][C:12]=1[CH3:25])=[O:10])[C:2]1[CH:7]=[CH:6][CH:5]=[CH:4][CH:3]=1. The catalyst class is: 10. (2) Reactant: [Br:1][C:2]1[CH:11]=[C:10]2[C:5]([CH2:6][C:7]([CH3:14])([CH3:13])[CH2:8][C:9]2=O)=[CH:4][CH:3]=1.[CH3:15][C:16]([S:19]([NH2:21])=[O:20])([CH3:18])[CH3:17].C1COCC1.C([O-])(O)=O.[Na+]. Product: [Br:1][C:2]1[CH:11]=[C:10]2[C:5]([CH2:6][C:7]([CH3:14])([CH3:13])[CH2:8]/[C:9]/2=[N:21]\[S:19]([C:16]([CH3:18])([CH3:17])[CH3:15])=[O:20])=[CH:4][CH:3]=1. The catalyst class is: 25.